This data is from Catalyst prediction with 721,799 reactions and 888 catalyst types from USPTO. The task is: Predict which catalyst facilitates the given reaction. (1) Reactant: [NH2:1][C@@:2]([C:6]1[S:7][C:8]([C:11]2[CH:16]=[CH:15][C:14]([O:17][CH2:18][CH2:19][CH2:20][CH2:21][CH2:22][CH2:23][CH2:24][CH3:25])=[C:13]([C:26]([F:29])([F:28])[F:27])[CH:12]=2)=[N:9][N:10]=1)([CH3:5])[CH2:3][OH:4].C([O:32][P:33](Cl)([O:35]CC)=[O:34])C.C(N(CC)CC)C.Br[Si](C)(C)C. Product: [P:33]([OH:35])([OH:34])([O:4][CH2:3][C@:2]([NH2:1])([C:6]1[S:7][C:8]([C:11]2[CH:16]=[CH:15][C:14]([O:17][CH2:18][CH2:19][CH2:20][CH2:21][CH2:22][CH2:23][CH2:24][CH3:25])=[C:13]([C:26]([F:28])([F:27])[F:29])[CH:12]=2)=[N:9][N:10]=1)[CH3:5])=[O:32]. The catalyst class is: 2. (2) Reactant: [Cl:1][C:2]1[S:6][C:5]([C:7]([NH:9][C:10]([CH3:25])([CH3:24])[C:11]([NH:13][C:14]2[CH:22]=[CH:21][C:17]([C:18]([OH:20])=O)=[C:16]([CH3:23])[CH:15]=2)=[O:12])=[O:8])=[CH:4][CH:3]=1.CCN(C(C)C)C(C)C.CN(C(ON1N=[N:50][C:45]2[CH:46]=[CH:47][CH:48]=[CH:49][C:44]1=2)=[N+](C)C)C.[B-](F)(F)(F)F.[OH:57][CH2:58][CH2:59]CN1CCCCC1. Product: [CH3:25][C:10]([NH:9][C:7]([C:5]1[S:6][C:2]([Cl:1])=[CH:3][CH:4]=1)=[O:8])([C:11](=[O:12])[NH:13][C:14]1[CH:22]=[CH:21][C:17]([C:18]([N:50]2[CH2:45][CH2:46][CH2:47][CH2:48][CH:49]2[CH2:44][CH2:59][CH2:58][OH:57])=[O:20])=[C:16]([CH3:23])[CH:15]=1)[CH3:24]. The catalyst class is: 3. (3) Reactant: [F:1][C:2]1[CH:7]=[CH:6][C:5]([CH:8]2[C:17]([CH3:19])(O)[C:16]3[C:11](=[CH:12][C:13]([O:20]C4CCCCO4)=[CH:14][CH:15]=3)[O:10][CH:9]2[C:27]2[CH:32]=[CH:31][C:30]([I:33])=[CH:29][CH:28]=2)=[CH:4][CH:3]=1.CC(O)=O. Product: [F:1][C:2]1[CH:7]=[CH:6][C:5]([C:8]2[CH:9]([C:27]3[CH:28]=[CH:29][C:30]([I:33])=[CH:31][CH:32]=3)[O:10][C:11]3[C:16]([C:17]=2[CH3:19])=[CH:15][CH:14]=[C:13]([OH:20])[CH:12]=3)=[CH:4][CH:3]=1. The catalyst class is: 6. (4) Reactant: [CH3:1][CH:2]([CH2:4][C@H:5]([CH2:10][NH2:11])[CH2:6][C:7]([OH:9])=[O:8])[CH3:3].C(N(C(C)C)CC)(C)C.[CH3:21][C:22](SCCC(ON1C(=O)CCC1=O)=O)=[O:23].CC([S:40]CCC(ON1C(=O)CCC1=O)=O)=O.ON1C(=O)CCC1=O. Product: [CH3:3][CH:2]([CH2:4][C@H:5]([CH2:10][NH2:11])[CH2:6][C:7]([OH:9])=[O:8])[CH3:1].[C:22]([NH:11][C:10](=[S:40])[CH2:5][CH3:6])(=[O:23])[CH3:21]. The catalyst class is: 3. (5) Reactant: [O:1]=[C:2]1[C:10]2[C:5](=[N:6][C:7]([CH:11]=O)=[CH:8][CH:9]=2)[CH2:4][O:3]1.[CH2:13]([NH:15][CH2:16][CH3:17])[CH3:14].C(O[BH-](OC(=O)C)OC(=O)C)(=O)C.[Na+].C([O-])(O)=O.[Na+]. Product: [CH2:13]([N:15]([CH2:11][C:7]1[N:6]=[C:5]2[CH2:4][O:3][C:2](=[O:1])[C:10]2=[CH:9][CH:8]=1)[CH2:16][CH3:17])[CH3:14]. The catalyst class is: 68. (6) Reactant: C(O)(=O)C.[F-].C([N+](CCCC)(CCCC)CCCC)CCC.[Si]([O:30][CH2:31][CH2:32][N:33]1[C:37]2[N:38]=[C:39]([C:68]#[N:69])[N:40]=[C:41]([C:42]3[CH:63]=[CH:62][C:45]([O:46][CH2:47][CH2:48][CH:49]4[CH2:54][CH2:53][N:52]([C:55]([O:57][C:58]([CH3:61])([CH3:60])[CH3:59])=[O:56])[CH2:51][CH2:50]4)=[C:44]([C:64]([F:67])([F:66])[F:65])[CH:43]=3)[C:36]=2[CH:35]=[CH:34]1)(C(C)(C)C)(C)C.C([O-])(O)=O.[Na+]. Product: [C:68]([C:39]1[N:40]=[C:41]([C:42]2[CH:63]=[CH:62][C:45]([O:46][CH2:47][CH2:48][CH:49]3[CH2:54][CH2:53][N:52]([C:55]([O:57][C:58]([CH3:59])([CH3:60])[CH3:61])=[O:56])[CH2:51][CH2:50]3)=[C:44]([C:64]([F:65])([F:67])[F:66])[CH:43]=2)[C:36]2[CH:35]=[CH:34][N:33]([CH2:32][CH2:31][OH:30])[C:37]=2[N:38]=1)#[N:69]. The catalyst class is: 49. (7) The catalyst class is: 59. Product: [CH3:35][O:34][C:32](=[O:33])[C@@H:31]([NH:36][C:37]([C:39]1([CH2:51][C:52]2[CH:53]=[CH:54][CH:55]=[CH:56][CH:57]=2)[CH2:43][CH2:42][CH2:41][N:40]1[C:44]([C@@H:46]1[CH2:50][CH2:49][CH2:48][N:47]1[C:7](=[O:9])[C@@H:6]([NH:10][C:11]([O:13][C:14]([CH3:17])([CH3:16])[CH3:15])=[O:12])[C@H:5]([O:4][C:1](=[O:3])[CH3:2])[CH3:18])=[O:45])=[O:38])[C@H:30]([O:29][C:26](=[O:28])[CH3:27])[CH3:58]. Reactant: [C:1]([O:4][C@H:5]([CH3:18])[C@H:6]([NH:10][C:11]([O:13][C:14]([CH3:17])([CH3:16])[CH3:15])=[O:12])[C:7]([OH:9])=O)(=[O:3])[CH3:2].CN1CCOCC1.[C:26]([O:29][C@H:30]([CH3:58])[C@H:31]([NH:36][C:37]([C:39]1([CH2:51][C:52]2[CH:57]=[CH:56][CH:55]=[CH:54][CH:53]=2)[CH2:43][CH2:42][CH2:41][N:40]1[C:44]([C@@H:46]1[CH2:50][CH2:49][CH2:48][NH:47]1)=[O:45])=[O:38])[C:32]([O:34][CH3:35])=[O:33])(=[O:28])[CH3:27]. (8) Reactant: [C:1]([Si:5]([O:8][C:9]1[CH:14]=[C:13]([F:15])[CH:12]=[CH:11][C:10]=1[F:16])([CH3:7])[CH3:6])([CH3:4])([CH3:3])[CH3:2].C([Li])(CC)C.CN([CH:25]=[O:26])C. Product: [Si:5]([O:8][C:9]1[C:10]([F:16])=[C:11]([CH:12]=[C:13]([F:15])[CH:14]=1)[CH:25]=[O:26])([C:1]([CH3:4])([CH3:2])[CH3:3])([CH3:7])[CH3:6]. The catalyst class is: 1.